From a dataset of Reaction yield outcomes from USPTO patents with 853,638 reactions. Predict the reaction yield, written as a fraction of the theoretical maximum amount of product (1.0 means a 100% yield; for example, 0.34 means a 34% yield). (1) The product is [F:24][C:19]1[CH:18]=[C:17]([CH:22]=[C:21]([F:23])[CH:20]=1)[CH2:16][C@H:15]([C:14]([N:9]1[C@@H:8]([CH2:1][C:2]2[CH:3]=[CH:4][CH:5]=[CH:6][CH:7]=2)[CH2:12][O:11][C:10]1=[O:13])=[O:25])[C@@H:69]([C@H:68]1[CH2:67][C:66]2[C:61](=[CH:62][CH:63]=[CH:64][CH:65]=2)[CH2:60][N:59]1[C:57]([O:56][C:52]([CH3:55])([CH3:54])[CH3:53])=[O:58])[OH:70]. The yield is 0.780. The reactants are [CH2:1]([C@H:8]1[CH2:12][O:11][C:10](=[O:13])[N:9]1[C:14](=[O:25])[CH2:15][CH2:16][C:17]1[CH:22]=[C:21]([F:23])[CH:20]=[C:19]([F:24])[CH:18]=1)[C:2]1[CH:7]=[CH:6][CH:5]=[CH:4][CH:3]=1.B(OS(C(F)(F)F)(=O)=O)(CCCC)CCCC.CCN(C(C)C)C(C)C.[C:52]([O:56][C:57]([N:59]1[C@@H:68]([C:69](O)=[O:70])[CH2:67][C:66]2[C:61](=[CH:62][CH:63]=[CH:64][CH:65]=2)[CH2:60]1)=[O:58])([CH3:55])([CH3:54])[CH3:53]. The catalyst is C(Cl)Cl.CO. (2) The catalyst is CC#N. The reactants are CCN([CH:7]([CH3:9])C)C(C)C.[Li+].[Cl-].[Si:12]([O:19][CH2:20][CH:21]=O)([C:15]([CH3:18])([CH3:17])[CH3:16])([CH3:14])[CH3:13].C([C:25](CC)(P(O)(OC)=O)[C:26]([O-:28])=[O:27])C. The product is [Si:12]([O:19][CH2:20]/[CH:21]=[CH:25]/[C:26]([O:28][CH2:7][CH3:9])=[O:27])([C:15]([CH3:16])([CH3:17])[CH3:18])([CH3:13])[CH3:14]. The yield is 0.720. (3) The reactants are [CH:1]([C:4]1[CH:9]=[CH:8][CH:7]=[C:6]([CH:10]([CH3:12])[CH3:11])[C:5]=1[OH:13])([CH3:3])[CH3:2].[C:14]1(=O)[O:19][C:17](=[O:18])[C:16]2=[CH:20][CH:21]=[CH:22][CH:23]=[C:15]12. The catalyst is [Cl-].[Zn+2].[Cl-]. The product is [OH:13][C:5]1[C:4]([CH:1]([CH3:3])[CH3:2])=[CH:9][C:8]([C:14]2([C:8]3[CH:7]=[C:6]([CH:10]([CH3:11])[CH3:12])[C:5]([OH:13])=[C:4]([CH:1]([CH3:3])[CH3:2])[CH:9]=3)[C:15]3[C:16](=[CH:20][CH:21]=[CH:22][CH:23]=3)[C:17](=[O:18])[O:19]2)=[CH:7][C:6]=1[CH:10]([CH3:12])[CH3:11]. The yield is 0.980. (4) The reactants are [C:1]([C:4]1[CH:18]=[CH:17][C:7]([C:8]([NH:10][C:11]2[CH:16]=[CH:15][N:14]=[CH:13][CH:12]=2)=[O:9])=[CH:6][CH:5]=1)(=[O:3])[CH3:2].[BH4-].[Na+].Cl. The catalyst is O.C1COCC1. The product is [OH:3][CH:1]([C:4]1[CH:5]=[CH:6][C:7]([C:8]([NH:10][C:11]2[CH:16]=[CH:15][N:14]=[CH:13][CH:12]=2)=[O:9])=[CH:17][CH:18]=1)[CH3:2]. The yield is 0.640. (5) The reactants are [Cl:1][C:2]1[CH:15]=[CH:14][C:5]([O:6][C:7]2[CH:13]=[CH:12][CH:11]=[CH:10][C:8]=2[NH2:9])=[CH:4][CH:3]=1.[C:16](Cl)(=[O:19])[CH2:17][CH3:18].C(N(C(C)C)C(C)C)C. The catalyst is C(Cl)Cl. The product is [Cl:1][C:2]1[CH:15]=[CH:14][C:5]([O:6][C:7]2[CH:13]=[CH:12][CH:11]=[CH:10][C:8]=2[NH:9][C:16](=[O:19])[CH2:17][CH3:18])=[CH:4][CH:3]=1. The yield is 0.910.